From a dataset of Reaction yield outcomes from USPTO patents with 853,638 reactions. Predict the reaction yield, written as a fraction of the theoretical maximum amount of product (1.0 means a 100% yield; for example, 0.34 means a 34% yield). (1) The reactants are [N+:1]([CH2:4][CH2:5][C:6]1([C:18]([O:20]CC)=O)[CH2:10][CH2:9][CH2:8][N:7]1[CH2:11][C:12]1[CH:17]=[CH:16][CH:15]=[CH:14][CH:13]=1)([O-])=O. The catalyst is [Ni].C(O)C. The product is [CH2:11]([N:7]1[CH2:8][CH2:9][CH2:10][C:6]21[C:18](=[O:20])[NH:1][CH2:4][CH2:5]2)[C:12]1[CH:17]=[CH:16][CH:15]=[CH:14][CH:13]=1. The yield is 0.931. (2) The reactants are [CH2:1]([C:5]1[C:9]([C:10](O)=[O:11])=[C:8](/[CH:13]=[CH:14]/[C:15]2[CH:20]=[CH:19][CH:18]=[CH:17][CH:16]=2)[O:7][N:6]=1)[CH2:2][CH2:3][CH3:4].C(N(CC)CC)C.ClC(OCC)=O.[BH4-].[Na+]. The catalyst is C1COCC1.O. The product is [CH2:1]([C:5]1[C:9]([CH2:10][OH:11])=[C:8](/[CH:13]=[CH:14]/[C:15]2[CH:20]=[CH:19][CH:18]=[CH:17][CH:16]=2)[O:7][N:6]=1)[CH2:2][CH2:3][CH3:4]. The yield is 0.980. (3) The reactants are [CH3:1][C:2]([CH3:29])([CH3:28])[C:3]([O:5][C:6]1[CH:15]=[C:14]2[C:9]([C:10]([CH2:17][C:18](=[O:27])[NH:19][CH2:20][CH2:21][CH2:22][CH2:23][CH2:24][CH2:25][OH:26])=[CH:11][C:12](=[O:16])[O:13]2)=[CH:8][CH:7]=1)=[O:4].C(N(CC)CC)C.[CH:37]([N:40]([CH:48]([CH3:50])[CH3:49])[P:41](Cl)[O:42][CH2:43][CH2:44][C:45]#[N:46])([CH3:39])[CH3:38].CO. The catalyst is C(Cl)Cl. The product is [CH3:1][C:2]([CH3:29])([CH3:28])[C:3]([O:5][C:6]1[CH:15]=[C:14]2[C:9]([C:10]([CH2:17][C:18](=[O:27])[NH:19][CH2:20][CH2:21][CH2:22][CH2:23][CH2:24][CH2:25][O:26][P:41]([N:40]([CH:48]([CH3:50])[CH3:49])[CH:37]([CH3:38])[CH3:39])[O:42][CH2:43][CH2:44][C:45]#[N:46])=[CH:11][C:12](=[O:16])[O:13]2)=[CH:8][CH:7]=1)=[O:4]. The yield is 0.650. (4) The reactants are C([O:3][C:4]([C:6]1[CH:10]=[C:9]([C:11]2[O:12][CH:13]=[CH:14][CH:15]=2)[O:8][N:7]=1)=[O:5])C.CO.[OH-].[Li+]. The catalyst is C1COCC1. The product is [O:12]1[CH:13]=[CH:14][CH:15]=[C:11]1[C:9]1[O:8][N:7]=[C:6]([C:4]([OH:5])=[O:3])[CH:10]=1. The yield is 0.900. (5) The reactants are [F:1][C:2]1[C:29]([NH:30][S:31]([CH2:34][CH2:35][CH3:36])(=[O:33])=[O:32])=[CH:28][CH:27]=[C:26]([F:37])[C:3]=1[C:4]([NH:6][C:7]1[CH:8]=[C:9]2[CH:15]=[C:14](I)[N:13](S(C3C=CC=CC=3)(=O)=O)[C:10]2=[N:11][CH:12]=1)=[O:5].[CH3:38][NH:39][CH3:40]. The catalyst is O.O1CCOCC1. The product is [CH3:38][N:39]([CH3:40])[C:14]1[NH:13][C:10]2=[N:11][CH:12]=[C:7]([NH:6][C:4](=[O:5])[C:3]3[C:26]([F:37])=[CH:27][CH:28]=[C:29]([NH:30][S:31]([CH2:34][CH2:35][CH3:36])(=[O:32])=[O:33])[C:2]=3[F:1])[CH:8]=[C:9]2[CH:15]=1. The yield is 0.180.